From a dataset of Reaction yield outcomes from USPTO patents with 853,638 reactions. Predict the reaction yield, written as a fraction of the theoretical maximum amount of product (1.0 means a 100% yield; for example, 0.34 means a 34% yield). (1) The reactants are [CH2:1]([OH:6])[CH2:2][C@@H:3]([OH:5])[CH3:4].CCN(CC)CC.[C:14]1([CH3:24])[CH:19]=[CH:18][C:17]([S:20](Cl)(=[O:22])=[O:21])=[CH:16][CH:15]=1. The catalyst is C(Cl)Cl.C([Sn](=O)CCCC)CCC. The product is [OH:5][C@@H:3]([CH3:4])[CH2:2][CH2:1][O:6][S:20]([C:17]1[CH:18]=[CH:19][C:14]([CH3:24])=[CH:15][CH:16]=1)(=[O:22])=[O:21]. The yield is 0.730. (2) The reactants are [NH2:1][C:2]1[N:7]=[CH:6][N:5]=[C:4]2[N:8]([CH:20]([C:22]3[O:23][C:24]4[C:29]([C:30](=[O:39])[C:31]=3[C:32]3[CH:37]=[CH:36][CH:35]=[C:34]([F:38])[CH:33]=3)=[CH:28][CH:27]=[CH:26][CH:25]=4)[CH3:21])[N:9]=[C:10]([C:11]3[CH:16]=[C:15]([O:17]C)[CH:14]=[C:13]([Cl:19])[CH:12]=3)[C:3]=12. The catalyst is ClCCl.B(Br)(Br)Br. The product is [NH2:1][C:2]1[N:7]=[CH:6][N:5]=[C:4]2[N:8]([CH:20]([C:22]3[O:23][C:24]4[C:29]([C:30](=[O:39])[C:31]=3[C:32]3[CH:37]=[CH:36][CH:35]=[C:34]([F:38])[CH:33]=3)=[CH:28][CH:27]=[CH:26][CH:25]=4)[CH3:21])[N:9]=[C:10]([C:11]3[CH:16]=[C:15]([OH:17])[CH:14]=[C:13]([Cl:19])[CH:12]=3)[C:3]=12. The yield is 0.330. (3) The reactants are [Si]([O:8][CH2:9][C:10]([CH3:42])([CH3:41])[CH2:11][N:12]1[C:17](=[O:18])[C:16]([CH2:19][C:20]2[CH:25]=[CH:24][C:23]([C:26]3[C:27]([C:32]#[N:33])=[CH:28][CH:29]=[CH:30][CH:31]=3)=[CH:22][CH:21]=2)=[C:15]([CH2:34][CH2:35][CH3:36])[N:14]2[N:37]=[C:38]([CH3:40])[N:39]=[C:13]12)(C(C)(C)C)(C)C.[F-].C([N+](CCCC)(CCCC)CCCC)CCC. The catalyst is O1CCCC1. The product is [OH:8][CH2:9][C:10]([CH3:41])([CH3:42])[CH2:11][N:12]1[C:17](=[O:18])[C:16]([CH2:19][C:20]2[CH:21]=[CH:22][C:23]([C:26]3[C:27]([C:32]#[N:33])=[CH:28][CH:29]=[CH:30][CH:31]=3)=[CH:24][CH:25]=2)=[C:15]([CH2:34][CH2:35][CH3:36])[N:14]2[N:37]=[C:38]([CH3:40])[N:39]=[C:13]12. The yield is 0.790. (4) The reactants are C(OC([N:11]1[CH:15]=[CH:14][S:13][CH:12]1[CH:16]([CH:18]1[CH2:22][CH2:21][NH:20][CH2:19]1)[OH:17])=O)C1C=CC=CC=1.C[Si](I)(C)C.Cl.CCCCCC. The catalyst is ClCCl. The product is [NH:20]1[CH2:21][CH2:22][CH:18]([CH:16]([C:12]2[S:13][CH:14]=[CH:15][N:11]=2)[OH:17])[CH2:19]1. The yield is 0.890. (5) The reactants are Cl[C:2]1[C:3]2[N:4]([CH:10]=[CH:11][CH:12]=2)[N:5]=[CH:6][C:7]=1[C:8]#[N:9].[CH:13]1([NH2:19])[CH2:18][CH2:17][CH2:16][CH2:15][CH2:14]1.CCN(C(C)C)C(C)C. The catalyst is CN(C=O)C. The product is [CH:13]1([NH:19][C:2]2[C:3]3[N:4]([CH:10]=[CH:11][CH:12]=3)[N:5]=[CH:6][C:7]=2[C:8]#[N:9])[CH2:18][CH2:17][CH2:16][CH2:15][CH2:14]1. The yield is 0.850. (6) The reactants are C(N[CH:5]([CH3:7])[CH3:6])(C)C.Br[CH:9]([CH2:15][CH3:16])[C:10]([O:12][CH2:13][CH3:14])=[O:11].[Cl-].[NH4+].CCCCCC.[C:25]([O:28][CH2:29][CH3:30])(=[O:27])C. The catalyst is O1CCCC1.[Cu]I. The product is [CH2:29]([O:28][C:25](=[O:27])/[C:7](/[CH2:5][CH3:6])=[C:9](/[CH2:15][CH3:16])\[C:10]([O:12][CH2:13][CH3:14])=[O:11])[CH3:30]. The yield is 0.630. (7) The reactants are [CH3:1][N:2]([CH3:31])[CH2:3][CH2:4][N:5]1[CH2:10][CH2:9][N:8]([C:11]([NH:13][C:14]2[CH:19]=[C:18]([O:20][C:21]3[CH:26]=[CH:25][C:24]([N+:27]([O-])=O)=[CH:23][C:22]=3[F:30])[N:17]=[CH:16][N:15]=2)=[O:12])[CH2:7][CH2:6]1. The catalyst is O1CCCC1.[OH-].[Pd+2].[OH-].[C]. The product is [NH2:27][C:24]1[CH:25]=[CH:26][C:21]([O:20][C:18]2[CH:19]=[C:14]([NH:13][C:11]([N:8]3[CH2:9][CH2:10][N:5]([CH2:4][CH2:3][N:2]([CH3:31])[CH3:1])[CH2:6][CH2:7]3)=[O:12])[N:15]=[CH:16][N:17]=2)=[C:22]([F:30])[CH:23]=1. The yield is 0.970.